Dataset: Experimentally validated miRNA-target interactions with 360,000+ pairs, plus equal number of negative samples. Task: Binary Classification. Given a miRNA mature sequence and a target amino acid sequence, predict their likelihood of interaction. (1) The miRNA is hsa-miR-34a-5p with sequence UGGCAGUGUCUUAGCUGGUUGU. The protein sequence of the target gene is MKRQSERDSSPSGRGSSSSAKRPREREREAEAGGRRAAHKASGGAKHPVPARARDKPRGSGSGGGGHRDGRGTGDANHRASSGRSSGSGAGGGGRGGKASGDPGASGMSPRASPLPPPPPPPGAEPACPGSSAAAPEYKTLLISSLSPALPAEHLEDRLFHQFKRFGEISLRLSHTPELGRVAYVNFRHPQDAREARQHALARQLLLYDRPLKVEPVYLRGGGGSSRRSSSSSAAASTPPPGPPAPADPLGYLPLHGGYQYKQRSLSPVAAPPLREPRARHAAAAFALDAAAAAAVGLSR.... Result: 1 (interaction). (2) The miRNA is cgr-miR-30a-5p with sequence UGUAAACAUCCUCGACUGGAAGC. The protein sequence of the target gene is MSSDVPLLNDYKQDFLLKRFPQTVLGGPRLKLGYCAPPYIYVNQIVLFLMPWALGGTGTLLYQLDILRDYTAAALSGGLMVFTAAVIQLISVYARSKPVVVRRMRTRDILAEEDQHEFTSCAGAETVKFLIPGKKYVANTVFHSVLAGLVCGLGTWYLLPNRVTLLYGSPGATAVLFVFGWITLCIGEYSLIVNTATETATFQTQDTYEITPLMRPLYIFFFVSVDLAHRFIVNIPALEQMNQILHILFVLLPFLWALGTLPPPDALLFWAVEQVLEFGLGGSSMSTHLRLLVMFIVSAG.... Result: 0 (no interaction). (3) The miRNA is hsa-miR-5584-3p with sequence UAGUUCUUCCCUUUGCCCAAUU. The protein sequence of the target gene is MAGKELKQCQQQADEVTEIMLNNFDKVLERHGKLAELEQRSDQLLDMSSAFSKTTKTLAQQKRWENIRCRVYLGLAVAVGLLIILIVLLVVFLPSGGDSSKP. Result: 0 (no interaction). (4) The miRNA is hsa-let-7a-5p with sequence UGAGGUAGUAGGUUGUAUAGUU. The protein sequence of the target gene is MKYILVTGGVISGIGKGIIASSVGTILKSCGLHVTSIKIDPYINIDAGTFSPYEHGEVFVLDDGGEVDLDLGNYERFLDIRLTKDNNLTTGKIYQYVINKERKGDYLGKTVQVVPHITDAIQEWVMRQALIPVDEDGLEPQVCVIELGGTVGDIESMPFIEAFRQFQFKVKRENFCNIHVSLVPQPSSTGEQKTKPTQNSVRELRGLGLSPDLVVCRCSNPLDTSVKEKISMFCHVEPEQVICVHDVSSIYRVPLLLEEQGVVDYFLRRLDLPIERQPRKMLMKWKEMADRYDRLLETCS.... Result: 1 (interaction). (5) The miRNA is hsa-miR-6083 with sequence CUUAUAUCAGAGGCUGUGGG. The protein sequence of the target gene is MATALALRSLYRARPSLRCPPVELPWAPRRGHRLSPADDELYQRTRISLLQREAAQAMYIDSYNSRGFMINGNRVLGPCALLPHSVVQWNVGSHQDITEDSFSLFWLLEPRIEIVVVGTGDRTERLQSQVLQAMRQRGIAVEVQDTPNACATFNFLCHEGRVTGAALIPPPGGTSLTSLGQAAQ. Result: 0 (no interaction). (6) The miRNA is cel-miR-1018 with sequence AGAGAGAUCAUUGGACUUACAG. The protein sequence of the target gene is MRGPGHPLLLGLLLVLGAAGRGRGGAEPREPADGQALLRLVVELVQELRKHHSAEHKGLQLLGRDCALGRAEAAGLGPSPEQRVEIVPRDLRMKDKFLKHLTGPLYFSPKCSKHFHRLYHNTRDCTIPAYYKRCARLLTRLAVSPVCMEDKQ. Result: 0 (no interaction). (7) The miRNA is mmu-miR-29a-5p with sequence ACUGAUUUCUUUUGGUGUUCAG. The protein sequence of the target gene is MAQRTGLEDPERYLFVDRAVIYNPATQADWTAKKLVWIPSERHGFEAASIKEERGDEVMVELAENGKKAMVNKDDIQKMNPPKFSKVEDMAELTCLNEASVLHNLKDRYYSGLIYTYSGLFCVVINPYKNLPIYSENIIEMYRGKKRHEMPPHIYAISESAYRCMLQDREDQSILCTGESGAGKTENTKKVIQYLAHVASSHKGRKDHNIPGELERQLLQANPILESFGNAKTVKNDNSSRFGKFIRINFDVTGYIVGANIETYLLEKSRAVRQAKDERTFHIFYQLLSGAGEHLKSDLL.... Result: 0 (no interaction). (8) The miRNA is mmu-miR-3073a-5p with sequence GUGGUCACAGUUGGCGCCAGCC. The protein sequence of the target gene is MNLAEICENAKKGREYALLGNYDSSMVYYQGVIQQIQRHCQSLRDPATKAKWQQVRQELLEEYEQVKSIVSTLESFKMDKPPDFPVSCRDEPFRDPAVWPPPVPAEHRAPPQIRRPNREVRPLRKDVGAGARGLVGRAHQISKSDKPASRDKDYRARGRDDKARKNVQDGASDSEIPKFDGAGYDKDLVEALERDIVSRNPSIHWDDIADLEEAKKLLREAVVLPMWMPDFFKGIRRPWKGVLMVGPPGTGKTMLAKAVATECGTTFFNVSSSTLTSKYRGESEKLVRLLFEMARFYAPT.... Result: 0 (no interaction).